Dataset: Reaction yield outcomes from USPTO patents with 853,638 reactions. Task: Predict the reaction yield, written as a fraction of the theoretical maximum amount of product (1.0 means a 100% yield; for example, 0.34 means a 34% yield). (1) The reactants are [F:1][C:2]([F:15])([F:14])[CH2:3][CH2:4][C:5]([N:11]=[C:12]=[O:13])(OC)[C:6]([OH:8])=O.CN([C:19]([O:23]N1N=NC2C=CC=NC1=2)=[N+](C)C)C.F[P-](F)(F)(F)(F)F.[C:40]([O:44][C:45]([N:47]1[CH2:51][CH2:50][CH2:49][CH:48]1[C:52]1[NH:53][C:54]([C:57]2[CH:62]=[CH:61][C:60]([C:63]3[CH:68]=[CH:67][C:66]([C:69]4[NH:70][C:71]([CH:74]5[CH2:78][CH2:77][CH2:76][NH:75]5)=[N:72][CH:73]=4)=[CH:65][CH:64]=3)=[CH:59][CH:58]=2)=[CH:55][N:56]=1)=[O:46])([CH3:43])([CH3:42])[CH3:41].C(N(C(C)C)CC)(C)C. The catalyst is CN(C)C=O.C(OCC)(=O)C. The product is [C:40]([O:44][C:45]([N:47]1[CH2:51][CH2:50][CH2:49][CH:48]1[C:52]1[NH:53][C:54]([C:57]2[CH:58]=[CH:59][C:60]([C:63]3[CH:68]=[CH:67][C:66]([C:69]4[NH:70][C:71]([CH:74]5[CH2:78][CH2:77][CH2:76][N:75]5[C:6](=[O:8])[CH:5]([NH:11][C:12]([O:23][CH3:19])=[O:13])[CH2:4][CH2:3][C:2]([F:1])([F:14])[F:15])=[N:72][CH:73]=4)=[CH:65][CH:64]=3)=[CH:61][CH:62]=2)=[CH:55][N:56]=1)=[O:46])([CH3:43])([CH3:41])[CH3:42]. The yield is 0.590. (2) The reactants are [NH:1]1[C:5]2[CH:6]=[CH:7][CH:8]=[CH:9][C:4]=2[N:3]=[C:2]1[C:10]([OH:12])=O.Cl.[NH:14]1[CH2:17][CH:16]([C:18]2[C:23]([Cl:24])=[N:22][CH:21]=[CH:20][N:19]=2)[CH2:15]1.CN(C(ON1N=NC2C=CC=NC1=2)=[N+](C)C)C.F[P-](F)(F)(F)(F)F.CCN(CC)CC.C([O-])([O-])=O.[Na+].[Na+]. The catalyst is C(Cl)Cl.O.CC#N. The product is [NH:3]1[C:4]2[CH:9]=[CH:8][CH:7]=[CH:6][C:5]=2[N:1]=[C:2]1[C:10]([N:14]1[CH2:17][CH:16]([C:18]2[C:23]([Cl:24])=[N:22][CH:21]=[CH:20][N:19]=2)[CH2:15]1)=[O:12]. The yield is 0.340. (3) The reactants are [Br:1][C:2]1[CH:8]=[C:7]([S:9]([CH3:12])(=[O:11])=[O:10])[CH:6]=[CH:5][C:3]=1[NH2:4].[Cl:13][C:14]1[CH:19]=[CH:18][C:17](I)=[CH:16][CH:15]=1.C(=O)([O-])[O-].[Cs+].[Cs+].CC1(C)C2C(=C(P(C3C=CC=CC=3)C3C=CC=CC=3)C=CC=2)OC2C(P(C3C=CC=CC=3)C3C=CC=CC=3)=CC=CC1=2. The catalyst is C1C=CC(/C=C/C(/C=C/C2C=CC=CC=2)=O)=CC=1.C1C=CC(/C=C/C(/C=C/C2C=CC=CC=2)=O)=CC=1.C1C=CC(/C=C/C(/C=C/C2C=CC=CC=2)=O)=CC=1.[Pd].[Pd]. The product is [Br:1][C:2]1[CH:8]=[C:7]([S:9]([CH3:12])(=[O:11])=[O:10])[CH:6]=[CH:5][C:3]=1[NH:4][C:17]1[CH:18]=[CH:19][C:14]([Cl:13])=[CH:15][CH:16]=1. The yield is 0.624. (4) The reactants are COC(=O)[CH:4]([C:17]#[N:18])[C:5]([C:8]1[CH:13]=[CH:12][C:11]([F:14])=[CH:10][C:9]=1[O:15][CH3:16])([CH3:7])[CH3:6].[Na+].[Cl-].O. The catalyst is CS(C)=O.[Cl-].[Na+].O. The product is [F:14][C:11]1[CH:12]=[CH:13][C:8]([C:5]([CH3:6])([CH3:7])[CH2:4][C:17]#[N:18])=[C:9]([O:15][CH3:16])[CH:10]=1. The yield is 0.810.